From a dataset of Catalyst prediction with 721,799 reactions and 888 catalyst types from USPTO. Predict which catalyst facilitates the given reaction. Reactant: [CH3:1][O:2][C:3](=[O:14])[C:4]1[CH:9]=[C:8]([C:10](=[S:12])[NH2:11])[CH:7]=[CH:6][C:5]=1[Br:13].Br[CH2:16][C:17]([C:19]1[CH:24]=[CH:23][C:22]([Cl:25])=[C:21]([Cl:26])[CH:20]=1)=O. Product: [CH3:1][O:2][C:3](=[O:14])[C:4]1[CH:9]=[C:8]([C:10]2[S:12][CH:16]=[C:17]([C:19]3[CH:24]=[CH:23][C:22]([Cl:25])=[C:21]([Cl:26])[CH:20]=3)[N:11]=2)[CH:7]=[CH:6][C:5]=1[Br:13]. The catalyst class is: 14.